From a dataset of Peptide-MHC class I binding affinity with 185,985 pairs from IEDB/IMGT. Regression. Given a peptide amino acid sequence and an MHC pseudo amino acid sequence, predict their binding affinity value. This is MHC class I binding data. The peptide sequence is FAAPQFSLW. The MHC is Mamu-A2601 with pseudo-sequence Mamu-A2601. The binding affinity (normalized) is 0.0828.